Task: Regression. Given two drug SMILES strings and cell line genomic features, predict the synergy score measuring deviation from expected non-interaction effect.. Dataset: NCI-60 drug combinations with 297,098 pairs across 59 cell lines (1) Drug 1: CCCCC(=O)OCC(=O)C1(CC(C2=C(C1)C(=C3C(=C2O)C(=O)C4=C(C3=O)C=CC=C4OC)O)OC5CC(C(C(O5)C)O)NC(=O)C(F)(F)F)O. Drug 2: COCCOC1=C(C=C2C(=C1)C(=NC=N2)NC3=CC=CC(=C3)C#C)OCCOC.Cl. Cell line: SF-539. Synergy scores: CSS=46.7, Synergy_ZIP=-3.40, Synergy_Bliss=-3.18, Synergy_Loewe=-3.23, Synergy_HSA=-0.930. (2) Drug 1: CC1C(C(CC(O1)OC2CC(OC(C2O)C)OC3=CC4=CC5=C(C(=O)C(C(C5)C(C(=O)C(C(C)O)O)OC)OC6CC(C(C(O6)C)O)OC7CC(C(C(O7)C)O)OC8CC(C(C(O8)C)O)(C)O)C(=C4C(=C3C)O)O)O)O. Synergy scores: CSS=27.8, Synergy_ZIP=0.810, Synergy_Bliss=2.50, Synergy_Loewe=-2.99, Synergy_HSA=-1.15. Cell line: SF-539. Drug 2: C#CCC(CC1=CN=C2C(=N1)C(=NC(=N2)N)N)C3=CC=C(C=C3)C(=O)NC(CCC(=O)O)C(=O)O. (3) Drug 1: C1=C(C(=O)NC(=O)N1)F. Drug 2: CC1=C2C(C(=O)C3(C(CC4C(C3C(C(C2(C)C)(CC1OC(=O)C(C(C5=CC=CC=C5)NC(=O)C6=CC=CC=C6)O)O)OC(=O)C7=CC=CC=C7)(CO4)OC(=O)C)O)C)OC(=O)C. Cell line: U251. Synergy scores: CSS=43.2, Synergy_ZIP=-13.6, Synergy_Bliss=-14.3, Synergy_Loewe=-12.9, Synergy_HSA=-10.0. (4) Drug 1: CC1CCC2CC(C(=CC=CC=CC(CC(C(=O)C(C(C(=CC(C(=O)CC(OC(=O)C3CCCCN3C(=O)C(=O)C1(O2)O)C(C)CC4CCC(C(C4)OC)OCCO)C)C)O)OC)C)C)C)OC. Drug 2: CN1C2=C(C=C(C=C2)N(CCCl)CCCl)N=C1CCCC(=O)O.Cl. Cell line: PC-3. Synergy scores: CSS=6.37, Synergy_ZIP=-3.83, Synergy_Bliss=-0.0305, Synergy_Loewe=-27.2, Synergy_HSA=-1.70. (5) Drug 1: CC1=CC=C(C=C1)C2=CC(=NN2C3=CC=C(C=C3)S(=O)(=O)N)C(F)(F)F. Drug 2: C1CCC(C(C1)N)N.C(=O)(C(=O)[O-])[O-].[Pt+4]. Cell line: SN12C. Synergy scores: CSS=21.0, Synergy_ZIP=-3.08, Synergy_Bliss=-1.30, Synergy_Loewe=-10.8, Synergy_HSA=-1.22.